From a dataset of Reaction yield outcomes from USPTO patents with 853,638 reactions. Predict the reaction yield, written as a fraction of the theoretical maximum amount of product (1.0 means a 100% yield; for example, 0.34 means a 34% yield). (1) The reactants are C[O:2][C:3]1[CH:8]=[CH:7][C:6]([C:9]2([CH3:21])[C:18](=[O:19])[C:17]3[C:12](=[CH:13][CH:14]=[CH:15][CH:16]=3)[NH:11][C:10]2=[O:20])=[CH:5][CH:4]=1.B(Br)(Br)Br.CCCCCC. The catalyst is CCOC(C)=O. The product is [OH:2][C:3]1[CH:4]=[CH:5][C:6]([C:9]2([CH3:21])[C:18](=[O:19])[C:17]3[C:12](=[CH:13][CH:14]=[CH:15][CH:16]=3)[NH:11][C:10]2=[O:20])=[CH:7][CH:8]=1. The yield is 0.500. (2) The reactants are [CH3:1][C:2]([C:8]1[C:13](=[O:14])[C:12]([CH3:15])=[C:11]([CH3:16])[C:10](=[O:17])[C:9]=1[CH3:18])([CH3:7])[CH2:3][C:4]([OH:6])=O.ClC(OCC(C)C)=O.[NH2:27][C:28]1[CH:35]=[CH:34][C:31]([CH2:32][OH:33])=[CH:30][CH:29]=1. The catalyst is C1COCC1. The product is [OH:33][CH2:32][C:31]1[CH:34]=[CH:35][C:28]([NH:27][C:4](=[O:6])[CH2:3][C:2]([CH3:1])([C:8]2[C:13](=[O:14])[C:12]([CH3:15])=[C:11]([CH3:16])[C:10](=[O:17])[C:9]=2[CH3:18])[CH3:7])=[CH:29][CH:30]=1. The yield is 0.740. (3) The reactants are [Cl:1][C:2]1[CH:7]=[CH:6][C:5]([C:8]2[CH:19]=[C:11]3[N:12]=[CH:13][C:14]([N+:16]([O-])=O)=[CH:15][N:10]3[N:9]=2)=[CH:4][CH:3]=1. The catalyst is C(OCC)(=O)C.CO.[Pt]. The product is [Cl:1][C:2]1[CH:3]=[CH:4][C:5]([C:8]2[CH:19]=[C:11]3[N:12]=[CH:13][C:14]([NH2:16])=[CH:15][N:10]3[N:9]=2)=[CH:6][CH:7]=1. The yield is 0.710. (4) The reactants are [CH3:1][C:2]([N:7]1[CH:11]=[C:10]([C:12]2[C:13]3[CH:20]=[CH:19][NH:18][C:14]=3[N:15]=[CH:16][N:17]=2)[CH:9]=[N:8]1)([CH3:6])[CH2:3][CH2:4][OH:5].[CH3:21][S:22](Cl)(=[O:24])=[O:23]. The catalyst is C(Cl)Cl. The product is [CH3:21][S:22]([O:5][CH2:4][CH2:3][C:2]([CH3:1])([N:7]1[CH:11]=[C:10]([C:12]2[C:13]3[CH:20]=[CH:19][NH:18][C:14]=3[N:15]=[CH:16][N:17]=2)[CH:9]=[N:8]1)[CH3:6])(=[O:24])=[O:23]. The yield is 0.570. (5) The reactants are [CH3:1][C:2]1[C:16](=[O:17])[N:15]=[C:14]2[N:4]([C@@H:5]3[O:9][C@H:8]([CH2:10][OH:11])[C@@H:7]([OH:12])[C@@H:6]3[O:13]2)[CH:3]=1.[CH3:18][O:19][CH2:20][CH2:21][O:22]B([O:22][CH2:21][CH2:20][O:19][CH3:18])[O:22][CH2:21][CH2:20][O:19][CH3:18]. The catalyst is COCCO. The product is [CH3:18][O:19][CH2:20][CH2:21][O:22][C@@H:6]1[C@H:7]([OH:12])[C@@H:8]([CH2:10][OH:11])[O:9][C@H:5]1[N:4]1[CH:3]=[C:2]([CH3:1])[C:16](=[O:17])[NH:15][C:14]1=[O:13]. The yield is 0.630. (6) The reactants are [Cl:1][C:2]1[CH:30]=[C:29]([Cl:31])[CH:28]=[CH:27][C:3]=1[CH2:4][NH:5][C:6]([C:8]1[C:9]([O:23][CH:24]([CH3:26])[CH3:25])=[N:10][N:11]([CH2:13][CH2:14][CH2:15][O:16]C2CCCCO2)[CH:12]=1)=[O:7].CO.Cl. The catalyst is C(OCC)(=O)C. The product is [Cl:1][C:2]1[CH:30]=[C:29]([Cl:31])[CH:28]=[CH:27][C:3]=1[CH2:4][NH:5][C:6]([C:8]1[C:9]([O:23][CH:24]([CH3:26])[CH3:25])=[N:10][N:11]([CH2:13][CH2:14][CH2:15][OH:16])[CH:12]=1)=[O:7]. The yield is 0.900. (7) The reactants are Cl.[Cl:2][C:3]1[CH:8]=[CH:7][N:6]=[C:5]([C:9]([O:11]C)=O)[CH:4]=1.[NH2:13][CH2:14][CH2:15][N:16]1[CH2:21][CH2:20][O:19][CH2:18][CH2:17]1.O. The catalyst is C1COCC1. The product is [Cl:2][C:3]1[CH:8]=[CH:7][N:6]=[C:5]([C:9](=[O:11])[NH:13][CH2:14][CH2:15][N:16]2[CH2:21][CH2:20][O:19][CH2:18][CH2:17]2)[CH:4]=1. The yield is 0.950.